The task is: Predict the product of the given reaction.. This data is from Forward reaction prediction with 1.9M reactions from USPTO patents (1976-2016). The product is: [CH3:15][O:19][N:20]([CH3:21])[C:9]([C:3]1[C:2]([NH2:1])=[N:7][CH:6]=[C:5]([Br:8])[N:4]=1)=[O:11]. Given the reactants [NH2:1][C:2]1[C:3]([C:9]([OH:11])=O)=[N:4][C:5]([Br:8])=[CH:6][N:7]=1.CN([C:15]([O:19][N:20]1N=NC2C=CC=N[C:21]1=2)=[N+](C)C)C.F[P-](F)(F)(F)(F)F.C(N(C(C)C)CC)(C)C.Cl.CONC, predict the reaction product.